From a dataset of Full USPTO retrosynthesis dataset with 1.9M reactions from patents (1976-2016). Predict the reactants needed to synthesize the given product. (1) Given the product [Cl:15][C:16]1[CH:22]=[CH:21][C:19]([NH:20][C:2]2[CH:7]=[CH:6][N:5]=[C:4]([C:8]3[CH:13]=[CH:12][CH:11]=[C:10]([Cl:14])[N:9]=3)[N:3]=2)=[CH:18][CH:17]=1, predict the reactants needed to synthesize it. The reactants are: Cl[C:2]1[CH:7]=[CH:6][N:5]=[C:4]([C:8]2[CH:13]=[CH:12][CH:11]=[C:10]([Cl:14])[N:9]=2)[N:3]=1.[Cl:15][C:16]1[CH:22]=[CH:21][C:19]([NH2:20])=[CH:18][CH:17]=1. (2) Given the product [CH2:1]([O:3][C:4](=[O:20])[CH2:5][CH:6]([C:10]1[CH:11]=[N:12][C:13]2[C:18]([CH:19]=1)=[CH:17][CH:16]=[CH:15][CH:14]=2)[CH:7]=[O:22])[CH3:2], predict the reactants needed to synthesize it. The reactants are: [CH2:1]([O:3][C:4](=[O:20])[CH2:5][CH:6]([C:10]1[CH:11]=[N:12][C:13]2[C:18]([CH:19]=1)=[CH:17][CH:16]=[CH:15][CH:14]=2)[CH:7]=CC)[CH3:2].C(O)(C(F)(F)F)=[O:22].O=[O+][O-].C1C=CC(P(C2C=CC=CC=2)C2C=CC=CC=2)=CC=1. (3) Given the product [O:17]([CH2:24][CH2:25][N:26]1[CH2:27][CH2:28][C@@H:1]([O:2][C:3](=[O:16])[C:4]([OH:15])([C:5]2[S:6][CH:7]=[CH:8][CH:9]=2)[C:10]2[S:11][CH:12]=[CH:13][CH:14]=2)[CH2:30]1)[C:18]1[CH:23]=[CH:22][CH:21]=[CH:20][CH:19]=1, predict the reactants needed to synthesize it. The reactants are: [CH3:1][O:2][C:3](=[O:16])[C:4]([OH:15])([C:10]1[S:11][CH:12]=[CH:13][CH:14]=1)[C:5]1[S:6][CH:7]=[CH:8][CH:9]=1.[O:17]([CH2:24][CH2:25][N:26]1[CH2:30]C[C@@H:28](O)[CH2:27]1)[C:18]1[CH:23]=[CH:22][CH:21]=[CH:20][CH:19]=1. (4) The reactants are: CC1C=CC(S(O[CH2:12][C:13]23[CH2:20][CH2:19][C:16]([C:21]4[S:25][C:24]([CH3:26])=[N:23][C:22]=4[C:27]4[CH:32]=[CH:31][CH:30]=[CH:29][CH:28]=4)([CH2:17][CH2:18]2)[O:15][CH2:14]3)(=O)=O)=CC=1.[Na+].[I-:34]. Given the product [I:34][CH2:12][C:13]12[CH2:20][CH2:19][C:16]([C:21]3[S:25][C:24]([CH3:26])=[N:23][C:22]=3[C:27]3[CH:32]=[CH:31][CH:30]=[CH:29][CH:28]=3)([CH2:17][CH2:18]1)[O:15][CH2:14]2, predict the reactants needed to synthesize it.